Dataset: Forward reaction prediction with 1.9M reactions from USPTO patents (1976-2016). Task: Predict the product of the given reaction. (1) Given the reactants Cl[C:2](OC1C=CC([N+]([O-])=O)=CC=1)=[O:3].[C:14]([O:18][CH2:19][CH3:20])(=[O:17])[NH:15][NH2:16].CCN(CC)CC.[CH2:28]([O:31][CH:32]([CH2:35][O:36][CH2:37][C:38]#[CH:39])[CH2:33][NH2:34])[C:29]#[CH:30], predict the reaction product. The product is: [CH2:28]([O:31][CH:32]([CH2:35][O:36][CH2:37][C:38]#[CH:39])[CH2:33][NH:34][C:2]([NH:16][NH:15][C:14]([O:18][CH2:19][CH3:20])=[O:17])=[O:3])[C:29]#[CH:30]. (2) Given the reactants [CH2:1]([O:3][C:4]1[C:5]([F:26])=[C:6]([C:22]([F:25])=[CH:23][CH:24]=1)[O:7][C:8]1[CH2:12][N:11]([C@@H:13]([CH2:17][CH:18]([CH3:20])[CH3:19])[C:14](O)=[O:15])[C:10](=[O:21])[CH:9]=1)[CH3:2].[CH3:27][C:28]1([CH3:40])[O:32][C@H:31]([CH2:33][N:34]2[CH:38]=[CH:37][C:36]([NH2:39])=[N:35]2)[CH2:30][O:29]1.F[P-](F)(F)(F)(F)F.N1(O[P+](N(C)C)(N(C)C)N(C)C)C2C=CC=CC=2N=N1.C(N(CC)C(C)C)(C)C, predict the reaction product. The product is: [CH3:27][C:28]1([CH3:40])[O:32][C@H:31]([CH2:33][N:34]2[CH:38]=[CH:37][C:36]([NH:39][C:14](=[O:15])[C@@H:13]([N:11]3[CH2:12][C:8]([O:7][C:6]4[C:22]([F:25])=[CH:23][CH:24]=[C:4]([O:3][CH2:1][CH3:2])[C:5]=4[F:26])=[CH:9][C:10]3=[O:21])[CH2:17][CH:18]([CH3:19])[CH3:20])=[N:35]2)[CH2:30][O:29]1. (3) Given the reactants [CH3:1][C@H:2]1[N:7]([CH2:8][CH2:9][C:10]([F:13])([F:12])[F:11])[C:6](=[O:14])[C@@H:5]([NH:15]C(=O)OC(C)(C)C)[CH2:4][C@H:3]1[C:23]1[CH:28]=[CH:27][CH:26]=[CH:25][CH:24]=1, predict the reaction product. The product is: [NH2:15][C@H:5]1[CH2:4][C@@H:3]([C:23]2[CH:28]=[CH:27][CH:26]=[CH:25][CH:24]=2)[C@@H:2]([CH3:1])[N:7]([CH2:8][CH2:9][C:10]([F:11])([F:12])[F:13])[C:6]1=[O:14]. (4) Given the reactants Br[C:2]1[CH:3]=[C:4]([C:8]2[CH:13]=[C:12]([C:14]([CH3:17])([CH3:16])[CH3:15])[N:11]=[C:10]([C:18]3[CH:23]=[CH:22][CH:21]=[CH:20][N:19]=3)[N:9]=2)[CH:5]=[N:6][CH:7]=1.[CH3:24][N:25]1[CH2:30][CH2:29][N:28]([CH2:31][C:32]2[CH:37]=[CH:36][C:35](B(O)O)=[CH:34][CH:33]=2)[CH2:27][CH2:26]1.C([O-])([O-])=O.[Na+].[Na+], predict the reaction product. The product is: [C:14]([C:12]1[CH:13]=[C:8]([C:4]2[CH:5]=[N:6][CH:7]=[C:2]([C:35]3[CH:34]=[CH:33][C:32]([CH2:31][N:28]4[CH2:29][CH2:30][N:25]([CH3:24])[CH2:26][CH2:27]4)=[CH:37][CH:36]=3)[CH:3]=2)[N:9]=[C:10]([C:18]2[CH:23]=[CH:22][CH:21]=[CH:20][N:19]=2)[N:11]=1)([CH3:17])([CH3:16])[CH3:15]. (5) Given the reactants [C:1]([O:5][C:6]([N:8]1[CH2:13][CH2:12][CH:11]([CH2:14][NH:15][CH3:16])[CH2:10][CH2:9]1)=[O:7])([CH3:4])([CH3:3])[CH3:2].Cl.BrC1[CH:24]=[CH:23][N:22]=[CH:21][CH:20]=1.[CH3:25]C(C)([O-])C.[Na+], predict the reaction product. The product is: [C:1]([O:5][C:6]([N:8]1[CH2:13][CH2:12][CH:11]([CH2:14][N:15]([CH3:25])[C:16]2[CH:24]=[CH:23][N:22]=[CH:21][CH:20]=2)[CH2:10][CH2:9]1)=[O:7])([CH3:4])([CH3:3])[CH3:2]. (6) Given the reactants CN(C(ON1N=NC2C=CC=NC1=2)=[N+](C)C)C.F[P-](F)(F)(F)(F)F.[NH2:25][C:26]1[CH:27]=[C:28]([N:40]([CH3:44])[C:41](=[O:43])[CH3:42])[CH:29]=[CH:30][C:31]=1[NH:32][CH2:33][CH:34]1[CH2:39][CH2:38][O:37][CH2:36][CH2:35]1.[F:45][C:46]([F:51])([CH3:50])[C:47](O)=[O:48].CCN(C(C)C)C(C)C, predict the reaction product. The product is: [C:41]([N:40]([CH3:44])[C:28]1[CH:29]=[CH:30][C:31]([NH:32][CH2:33][CH:34]2[CH2:35][CH2:36][O:37][CH2:38][CH2:39]2)=[C:26]([NH:25][C:47](=[O:48])[C:46]([F:51])([F:45])[CH3:50])[CH:27]=1)(=[O:43])[CH3:42].